Dataset: Retrosynthesis with 50K atom-mapped reactions and 10 reaction types from USPTO. Task: Predict the reactants needed to synthesize the given product. (1) Given the product O=C1Nc2ccc(F)cc2C1=Cc1[nH]cc2c1CCNC2=O, predict the reactants needed to synthesize it. The reactants are: O=C1Cc2cc(F)ccc2N1.O=Cc1[nH]cc2c1CCNC2=O. (2) Given the product CCCCOCCOc1ccc(-c2ccc3c(c2)C=C(C(=O)O)CCN3CC(C)C)cc1, predict the reactants needed to synthesize it. The reactants are: CCCCOCCOc1ccc(-c2ccc3c(c2)C=C(C(=O)OC)CCN3CC(C)C)cc1. (3) Given the product CCn1c(C(=O)N(C2CC2)C2CC2)cc2c3c(ncn3C)c(NC(=S)NC(=O)c3ccccc3)nc21, predict the reactants needed to synthesize it. The reactants are: CCn1c(C(=O)N(C2CC2)C2CC2)cc2c3c(ncn3C)c(N)nc21.O=C(N=C=S)c1ccccc1. (4) Given the product CC(CCNc1cccc(-c2ccnc3c(C(=O)c4cccs4)cnn23)c1)c1ccccc1, predict the reactants needed to synthesize it. The reactants are: CC(CC=O)c1ccccc1.Nc1cccc(-c2ccnc3c(C(=O)c4cccs4)cnn23)c1. (5) Given the product COc1cc2cccnc2c2nc(CO)cc(Cl)c12, predict the reactants needed to synthesize it. The reactants are: COC(=O)c1cc(Cl)c2c(OC)cc3cccnc3c2n1.